From a dataset of Full USPTO retrosynthesis dataset with 1.9M reactions from patents (1976-2016). Predict the reactants needed to synthesize the given product. (1) The reactants are: [CH:1]1[C:6](NC(CI)=O)=[CH:5][C:4]([C:12]([OH:14])=[O:13])=[C:3]([C:15]2[C:25]3[CH:26]=[CH:27][C:28]([OH:30])=[CH:29][C:24]=3[O:23][C:22]3[C:16]=2[CH:17]=[CH:18][C:19]([CH:21]=3)=[O:20])[CH:2]=1. Given the product [CH:1]1[CH:6]=[CH:5][C:4]([C:12]([OH:14])=[O:13])=[C:3]([C:15]2[C:16]3[CH:17]=[CH:18][C:19]([OH:20])=[CH:21][C:22]=3[O:23][C:24]3[C:25]=2[CH:26]=[CH:27][C:28]([CH:29]=3)=[O:30])[CH:2]=1, predict the reactants needed to synthesize it. (2) Given the product [CH2:41]([NH:48][CH2:2][CH2:3][CH2:4][S:5]([O:8][C:9]1[CH:14]=[CH:13][C:12]([C:15]2[C:24]([CH2:25][O:26][C:27]3[CH:32]=[C:31]([F:33])[CH:30]=[CH:29][C:28]=3[CH3:34])=[C:23]3[C:18]([NH:19][C:20]([CH3:38])([CH3:37])[C:21](=[O:36])[N:22]3[CH3:35])=[CH:17][CH:16]=2)=[C:11]([O:39][CH3:40])[CH:10]=1)(=[O:7])=[O:6])[C:42]1[CH:47]=[CH:46][CH:45]=[CH:44][CH:43]=1, predict the reactants needed to synthesize it. The reactants are: Cl[CH2:2][CH2:3][CH2:4][S:5]([O:8][C:9]1[CH:14]=[CH:13][C:12]([C:15]2[C:24]([CH2:25][O:26][C:27]3[CH:32]=[C:31]([F:33])[CH:30]=[CH:29][C:28]=3[CH3:34])=[C:23]3[C:18]([NH:19][C:20]([CH3:38])([CH3:37])[C:21](=[O:36])[N:22]3[CH3:35])=[CH:17][CH:16]=2)=[C:11]([O:39][CH3:40])[CH:10]=1)(=[O:7])=[O:6].[CH2:41]([NH2:48])[C:42]1[CH:47]=[CH:46][CH:45]=[CH:44][CH:43]=1.[I-].[K+].C(OCC)(=O)C. (3) Given the product [C:1]1([S:7]([C:10]2[C:18]3[C:13](=[CH:14][CH:15]=[C:16]([O:19][CH2:20][CH2:21][N:33]4[CH2:38][CH2:37][O:36][CH2:35][CH2:34]4)[CH:17]=3)[NH:12][N:11]=2)(=[O:9])=[O:8])[CH:2]=[CH:3][CH:4]=[CH:5][CH:6]=1, predict the reactants needed to synthesize it. The reactants are: [C:1]1([S:7]([C:10]2[C:18]3[C:13](=[CH:14][CH:15]=[C:16]([O:19][CH2:20][CH2:21]OS(C4C=CC(C)=CC=4)(=O)=O)[CH:17]=3)[NH:12][N:11]=2)(=[O:9])=[O:8])[CH:6]=[CH:5][CH:4]=[CH:3][CH:2]=1.[NH:33]1[CH2:38][CH2:37][O:36][CH2:35][CH2:34]1. (4) Given the product [Cl:1][C:2]1[C:3]([NH:23][C:24]2[CH:28]=[C:27]([CH3:29])[NH:26][N:25]=2)=[N:4][C:5]([NH:8][C:9]2[CH:14]=[C:13]([CH3:15])[C:12]([CH:16]3[CH2:17][CH2:18][N:19]([CH2:38][C:39]4[C:40]([CH3:45])=[N:41][O:42][C:43]=4[CH3:44])[CH2:20][CH2:21]3)=[CH:11][C:10]=2[F:22])=[N:6][CH:7]=1, predict the reactants needed to synthesize it. The reactants are: [Cl:1][C:2]1[C:3]([NH:23][C:24]2[CH:28]=[C:27]([CH3:29])[NH:26][N:25]=2)=[N:4][C:5]([NH:8][C:9]2[CH:14]=[C:13]([CH3:15])[C:12]([CH:16]3[CH2:21][CH2:20][NH:19][CH2:18][CH2:17]3)=[CH:11][C:10]=2[F:22])=[N:6][CH:7]=1.C(N(CC)CC)C.Cl[CH2:38][C:39]1[C:40]([CH3:45])=[N:41][O:42][C:43]=1[CH3:44]. (5) Given the product [CH3:46][C:45]([CH3:40])([CH2:33][NH:34][C:3]([CH2:2][C@@H:8]1[CH2:26][CH2:25][C@:11]2([O:15][C:14]3([CH:16]4[CH2:17][CH:18]5[CH2:24][CH:22]([CH2:23]4)[CH2:21][CH:20]3[CH2:19]5)[O:13][O:12]2)[CH2:10][CH2:9]1)=[O:27])[NH2:47], predict the reactants needed to synthesize it. The reactants are: C1[C:2]([C@@H:8]2[CH2:26][CH2:25][C@@:11]3([O:15][C@:14]4([CH:20]5[CH2:21][CH:22]6[CH2:24][CH:18]([CH2:19]5)[CH2:17][CH:16]4[CH2:23]6)[O:13][O:12]3)[CH2:10][CH2:9]2)=[CH:3]C=C(O)C=1.[OH-:27].[Na+].Cl.ClCC[CH2:33][N:34]1CCOCC1.[CH3:40]S(O)(=O)=O.[C:45](#[N:47])[CH3:46]. (6) Given the product [Br:3][C:4]1[C:5]2[CH2:11][C:10]([CH3:12])=[CH:9][C:6]=2[S:7][CH:8]=1, predict the reactants needed to synthesize it. The reactants are: [BH4-].[Na+].[Br:3][C:4]1[C:5]2[CH2:11][CH:10]([CH3:12])[C:9](=O)[C:6]=2[S:7][CH:8]=1.Cl.C1(C)C=CC=CC=1. (7) Given the product [F:1][C:2]1[CH:3]=[C:4]([C:9]2[S:13][C:12]([CH3:14])=[N:11][C:10]=2[C:15]([N:18]2[CH2:23][CH2:22][CH2:21][C@@H:20]([NH:24][C:25]([C:27]3[N:34]4[C:30]([S:31][CH:32]=[CH:33]4)=[N:29][C:28]=3[CH3:35])=[O:26])[CH2:19]2)=[O:17])[CH:5]=[CH:6][C:7]=1[F:8], predict the reactants needed to synthesize it. The reactants are: [F:1][C:2]1[CH:3]=[C:4]([C:9]2[S:13][C:12]([CH3:14])=[N:11][C:10]=2[C:15]([OH:17])=O)[CH:5]=[CH:6][C:7]=1[F:8].[NH:18]1[CH2:23][CH2:22][CH2:21][C@@H:20]([NH:24][C:25]([C:27]2[N:34]3[C:30]([S:31][CH:32]=[CH:33]3)=[N:29][C:28]=2[CH3:35])=[O:26])[CH2:19]1. (8) Given the product [NH2:1][C:4]1[CH:9]=[C:8]([CH3:10])[N:7]=[C:6]([CH3:12])[CH:5]=1, predict the reactants needed to synthesize it. The reactants are: [N+:1]([C:4]1[CH:5]=[C:6]([CH3:12])[N+:7]([O-])=[C:8]([CH3:10])[CH:9]=1)([O-])=O.C.C(O)(=O)C.